Predict the product of the given reaction. From a dataset of Forward reaction prediction with 1.9M reactions from USPTO patents (1976-2016). (1) Given the reactants Cl.[F:2][C:3]1[CH:4]=[C:5]([N+:22]([O-:24])=[O:23])[C:6]([C:13](=[O:21])[CH2:14][C:15]2[N:19]=[CH:18][N:17](C)[N:16]=2)=[C:7]([CH:12]=1)[C:8]([O:10][CH3:11])=[O:9].[F:25][C:26]1[CH:33]=[CH:32][C:29]([CH:30]=O)=[CH:28][CH:27]=1.N1CCC[C@H:35]1C(O)=O, predict the reaction product. The product is: [F:2][C:3]1[CH:4]=[C:5]([N+:22]([O-:24])=[O:23])[C:6]([C:13](=[O:21])/[C:14](/[C:15]2[N:16]([CH3:35])[N:17]=[CH:18][N:19]=2)=[CH:30]/[C:29]2[CH:32]=[CH:33][C:26]([F:25])=[CH:27][CH:28]=2)=[C:7]([CH:12]=1)[C:8]([O:10][CH3:11])=[O:9]. (2) The product is: [CH3:31][C:21]1[CH:26]=[CH:25][C:24]([S:27]([O:20][CH2:19][CH:16]2[CH2:15][C:14]3[CH:13]=[CH:12][CH:11]=[C:10]([C:3]4[C:2]([Cl:1])=[CH:7][CH:6]=[CH:5][C:4]=4[Cl:9])[C:18]=3[O:17]2)(=[O:29])=[O:28])=[CH:23][CH:22]=1. Given the reactants [Cl:1][C:2]1[CH:7]=[C:6](Cl)[CH:5]=[C:4]([Cl:9])[C:3]=1[C:10]1[C:18]2[O:17][CH:16]([CH2:19][OH:20])[CH2:15][C:14]=2[CH:13]=[CH:12][CH:11]=1.[C:21]1([CH3:31])[CH:26]=[CH:25][C:24]([S:27](Cl)(=[O:29])=[O:28])=[CH:23][CH:22]=1.CC1C=CC(S(OCC2CC3C(C(F)(F)F)=CC=C(Cl)C=3O2)(=O)=O)=CC=1, predict the reaction product. (3) Given the reactants [NH:1]1[CH:9]=[C:7]([CH3:8])[C:5](=[O:6])[NH:4][C:2]1=[O:3].[CH2:10](Br)[C:11]1[CH:16]=[CH:15][CH:14]=[CH:13][CH:12]=1, predict the reaction product. The product is: [CH3:8][C:7]1[C:5](=[O:6])[NH:4][C:2](=[O:3])[N:1]([CH2:10][C:11]2[CH:16]=[CH:15][CH:14]=[CH:13][CH:12]=2)[CH:9]=1.